Dataset: Catalyst prediction with 721,799 reactions and 888 catalyst types from USPTO. Task: Predict which catalyst facilitates the given reaction. (1) Reactant: Cl[C:2]1[CH:3]=[C:4]([C:8]2[CH:13]=[CH:12][C:11]([NH:14]C(NC3C=CC(OC4C=CN=C(NCCCCN(C)C)N=4)=CC=3C)=O)=[CH:10][C:9]=2[C:40]([F:43])([F:42])[F:41])[CH:5]=[CH:6][CH:7]=1.[Br:44]C1C=C(B(O)O)C=CC=1. Product: [Br:44][C:2]1[CH:3]=[C:4]([C:8]2[CH:13]=[CH:12][C:11]([NH2:14])=[CH:10][C:9]=2[C:40]([F:43])([F:42])[F:41])[CH:5]=[CH:6][CH:7]=1. The catalyst class is: 828. (2) Reactant: [H-].[H-].[H-].[H-].[Li+].[Al+3].[CH2:7]([N:14]1[CH2:19][CH2:18][CH:17]([C:20]#[N:21])[CH2:16][CH2:15]1)[C:8]1[CH:13]=[CH:12][CH:11]=[CH:10][CH:9]=1.O.[OH-].[Na+]. Product: [CH2:7]([N:14]1[CH2:19][CH2:18][CH:17]([CH2:20][NH2:21])[CH2:16][CH2:15]1)[C:8]1[CH:13]=[CH:12][CH:11]=[CH:10][CH:9]=1. The catalyst class is: 28. (3) Reactant: CO[C:3]([C:5]1[CH:6]=[N:7][CH:8]=[N:9][CH:10]=1)=[NH:4].[NH2:11][C:12]1[CH:20]=[CH:19][CH:18]=[C:17]([Br:21])[C:13]=1[C:14]([OH:16])=O.C(O)(=O)C. Product: [Br:21][C:17]1[CH:18]=[CH:19][CH:20]=[C:12]2[C:13]=1[C:14]([OH:16])=[N:4][C:3]([C:5]1[CH:6]=[N:7][CH:8]=[N:9][CH:10]=1)=[N:11]2. The catalyst class is: 5. (4) Reactant: [NH2:1][C:2]1[CH:6]=[CH:5][S:4][C:3]=1[C:7]([NH:9][C:10]1[C:15]([CH3:16])=[CH:14][C:13]([CH3:17])=[C:12]([N:18]2[CH2:22][CH2:21][CH2:20][CH2:19]2)[C:11]=1[CH3:23])=[O:8].N1C=CC=CC=1.[C:30]1([S:36](Cl)(=[O:38])=[O:37])[CH:35]=[CH:34][CH:33]=[CH:32][CH:31]=1. Product: [C:30]1([S:36]([NH:1][C:2]2[CH:6]=[CH:5][S:4][C:3]=2[C:7]([NH:9][C:10]2[C:15]([CH3:16])=[CH:14][C:13]([CH3:17])=[C:12]([N:18]3[CH2:19][CH2:20][CH2:21][CH2:22]3)[C:11]=2[CH3:23])=[O:8])(=[O:38])=[O:37])[CH:35]=[CH:34][CH:33]=[CH:32][CH:31]=1. The catalyst class is: 646.